From a dataset of Full USPTO retrosynthesis dataset with 1.9M reactions from patents (1976-2016). Predict the reactants needed to synthesize the given product. Given the product [OH:1][C:2]1([CH2:12][NH:13][C:14]([C:16]2[C:17]3[CH:18]=[CH:19][C:20]([N:40]4[CH2:41][CH2:42][C@H:38]([F:37])[CH2:39]4)=[N:21][C:22]=3[CH:23]=[CH:24][C:25]=2[Cl:26])=[O:15])[CH2:7][CH2:6][CH2:5][CH:4]([C:8]([F:11])([F:10])[F:9])[CH2:3]1, predict the reactants needed to synthesize it. The reactants are: [OH:1][C:2]1([CH2:12][NH:13][C:14]([C:16]2[C:17]3[CH:18]=[CH:19][C:20](Cl)=[N:21][C:22]=3[CH:23]=[CH:24][C:25]=2[Cl:26])=[O:15])[CH2:7][CH2:6][CH2:5][CH:4]([C:8]([F:11])([F:10])[F:9])[CH2:3]1.CCN(C(C)C)C(C)C.[F:37][C@H:38]1[CH2:42][CH2:41][NH:40][CH2:39]1.